Dataset: Full USPTO retrosynthesis dataset with 1.9M reactions from patents (1976-2016). Task: Predict the reactants needed to synthesize the given product. (1) Given the product [OH:10][C:8]1[CH:9]=[C:4]([CH:5]=[CH:6][C:7]=1[O:11][CH3:12])[CH2:3][NH:2][CH:39]=[C:30]1[C:29]2[C:34](=[CH:35][CH:36]=[C:27]([O:26][CH3:25])[CH:28]=2)[C:33](=[O:37])[NH:32][C:31]1=[O:38], predict the reactants needed to synthesize it. The reactants are: Cl.[NH2:2][CH2:3][C:4]1[CH:5]=[CH:6][C:7]([O:11][CH3:12])=[C:8]([OH:10])[CH:9]=1.CN(C)C=O.C(N(CC)CC)C.[CH3:25][O:26][C:27]1[CH:28]=[C:29]2[C:34](=[CH:35][CH:36]=1)[C:33](=[O:37])[NH:32][C:31](=[O:38])/[C:30]/2=[CH:39]/OC. (2) Given the product [Cl:1][C:2]1[CH:7]=[C:6]([Cl:8])[CH:5]=[CH:4][C:3]=1[C:9]1[N:14]=[C:13]([N:19]([CH3:33])[CH2:20][CH2:21][NH:22][C:23]2[CH:28]=[CH:27][C:26]([N+:29]([O-:31])=[O:30])=[CH:25][N:24]=2)[CH:12]=[N:11][C:10]=1[N+:16]([O-:18])=[O:17], predict the reactants needed to synthesize it. The reactants are: [Cl:1][C:2]1[CH:7]=[C:6]([Cl:8])[CH:5]=[CH:4][C:3]=1[C:9]1[C:10]([N+:16]([O-:18])=[O:17])=[N:11][CH:12]=[C:13](Br)[N:14]=1.[NH2:19][CH2:20][CH2:21][N:22](C)[C:23]1[CH:28]=[CH:27][C:26]([N+:29]([O-:31])=[O:30])=[CH:25][N:24]=1.[CH:33](N(C(C)C)CC)(C)C. (3) Given the product [OH:25][CH:22]([CH:21]([CH3:26])[CH3:20])[C:23]#[C:24][C:2]1[CH:3]=[CH:4][C:5]2[N:6]([C:8]([CH2:11][NH:12][C:13](=[O:19])[O:14][C:15]([CH3:18])([CH3:17])[CH3:16])=[N:9][N:10]=2)[N:7]=1, predict the reactants needed to synthesize it. The reactants are: Cl[C:2]1[CH:3]=[CH:4][C:5]2[N:6]([C:8]([CH2:11][NH:12][C:13](=[O:19])[O:14][C:15]([CH3:18])([CH3:17])[CH3:16])=[N:9][N:10]=2)[N:7]=1.[CH3:20][CH:21]([CH3:26])[CH:22]([OH:25])[C:23]#[CH:24].C(N(CC)CC)C. (4) Given the product [OH:15][CH2:16][CH2:17][N:18]([CH2:19][CH2:20][OH:21])[C:22]1[CH:29]=[CH:28][C:25]([C:26]2[NH:6][C:4](=[O:5])[C:3]3[C:2](=[CH:10][C:9]([O:11][CH3:12])=[C:8]([O:13][CH3:14])[CH:7]=3)[N:1]=2)=[CH:24][CH:23]=1, predict the reactants needed to synthesize it. The reactants are: [NH2:1][C:2]1[CH:10]=[C:9]([O:11][CH3:12])[C:8]([O:13][CH3:14])=[CH:7][C:3]=1[C:4]([NH2:6])=[O:5].[OH:15][CH2:16][CH2:17][N:18]([C:22]1[CH:29]=[CH:28][C:25]([CH:26]=O)=[CH:24][CH:23]=1)[CH2:19][CH2:20][OH:21].COC1C=C(OC)C=C2C=1C(=O)NC(C1C=CC=CN=1)=N2. (5) Given the product [CH2:1]([O:8][C:9]([NH:11][C@H:12]([C:16]([O:18][CH:19]1[CH2:24][CH2:23][CH:22]([C:25]([O:27][CH2:47][Cl:48])=[O:26])[CH2:21][CH2:20]1)=[O:17])[CH:13]([CH3:15])[CH3:14])=[O:10])[C:2]1[CH:3]=[CH:4][CH:5]=[CH:6][CH:7]=1, predict the reactants needed to synthesize it. The reactants are: [CH2:1]([O:8][C:9]([NH:11][C@H:12]([C:16]([O:18][CH:19]1[CH2:24][CH2:23][CH:22]([C:25]([OH:27])=[O:26])[CH2:21][CH2:20]1)=[O:17])[CH:13]([CH3:15])[CH3:14])=[O:10])[C:2]1[CH:7]=[CH:6][CH:5]=[CH:4][CH:3]=1.[OH-].C([N+](CCCC)(CCCC)CCCC)CCC.I[CH2:47][Cl:48]. (6) Given the product [C:1]([C:3]1[CH:8]=[CH:7][C:6]([C:9]2[CH:10]=[C:11]([C:12]([O:14][CH2:15][CH3:16])=[O:13])[N:20]([CH3:19])[N:21]=2)=[CH:5][CH:4]=1)#[N:2], predict the reactants needed to synthesize it. The reactants are: [C:1]([C:3]1[CH:8]=[CH:7][C:6]([C:9](=O)/[CH:10]=[C:11](\O)/[C:12]([O:14][CH2:15][CH3:16])=[O:13])=[CH:5][CH:4]=1)#[N:2].[CH3:19][NH:20][NH2:21].